This data is from M1 muscarinic receptor antagonist screen with 61,756 compounds. The task is: Binary Classification. Given a drug SMILES string, predict its activity (active/inactive) in a high-throughput screening assay against a specified biological target. (1) The drug is O=c1[nH]c(=O)n(c2nc(n(c12)CC(OCC)=O)CN(Cc1ccccc1)Cc1ccccc1)C. The result is 0 (inactive). (2) The molecule is P(=O)(Cc1ccccc1)(Cc1ccccc1)CO. The result is 0 (inactive).